Dataset: TCR-epitope binding with 47,182 pairs between 192 epitopes and 23,139 TCRs. Task: Binary Classification. Given a T-cell receptor sequence (or CDR3 region) and an epitope sequence, predict whether binding occurs between them. (1) Result: 0 (the TCR does not bind to the epitope). The TCR CDR3 sequence is CASSSQSADNSPLHF. The epitope is KEIDRLNEV. (2) The epitope is YLQPRTFLL. The TCR CDR3 sequence is CASSRGTLQETQYF. Result: 0 (the TCR does not bind to the epitope).